From a dataset of Full USPTO retrosynthesis dataset with 1.9M reactions from patents (1976-2016). Predict the reactants needed to synthesize the given product. (1) Given the product [CH3:23][C:17]1[CH:18]=[C:19]([CH3:22])[CH:20]=[CH:21][C:16]=1[N:13]1[CH2:14][CH2:15][N:10]([C:8]([C:5]2[CH:6]=[CH:7][C:2]([N:32]3[C@H:31]([CH:28]([CH3:30])[CH3:29])[CH2:35][O:34][C:33]3=[O:36])=[CH:3][C:4]=2[S:24]([CH3:27])(=[O:26])=[O:25])=[O:9])[CH2:11][CH2:12]1, predict the reactants needed to synthesize it. The reactants are: Br[C:2]1[CH:7]=[CH:6][C:5]([C:8]([N:10]2[CH2:15][CH2:14][N:13]([C:16]3[CH:21]=[CH:20][C:19]([CH3:22])=[CH:18][C:17]=3[CH3:23])[CH2:12][CH2:11]2)=[O:9])=[C:4]([S:24]([CH3:27])(=[O:26])=[O:25])[CH:3]=1.[CH:28]([C@@H:31]1[CH2:35][O:34][C:33](=[O:36])[NH:32]1)([CH3:30])[CH3:29]. (2) Given the product [CH3:1][C:2](=[O:12])[CH2:3][CH2:4][CH2:5][CH2:6][CH2:7][CH2:8][CH2:9][CH2:10][CH3:11].[CH2:13]([OH:16])[CH2:14][OH:15], predict the reactants needed to synthesize it. The reactants are: [CH3:1][C:2](=[O:12])[CH2:3][CH2:4][CH2:5][CH2:6][CH2:7][CH2:8][CH2:9][CH2:10][CH3:11].[CH2:13]([OH:16])[CH2:14][OH:15]. (3) Given the product [C:22]([O:26][C:27](=[O:28])[NH:29][CH2:30][CH2:31][CH2:32][N:36]1[CH2:37][CH:38]=[C:41]([C:13]2[S:12][C:11]([C:9]([NH:8][C:3]3[CH:4]=[CH:5][CH:6]=[CH:7][C:2]=3[NH2:1])=[O:10])=[CH:15][CH:14]=2)[CH2:40][CH2:39]1)([CH3:25])([CH3:24])[CH3:23], predict the reactants needed to synthesize it. The reactants are: [NH2:1][C:2]1[CH:7]=[CH:6][CH:5]=[CH:4][C:3]=1[NH:8][C:9]([C:11]1[S:12][C:13](N2CC=CCC2)=[CH:14][CH:15]=1)=[O:10].[C:22]([O:26][C:27]([NH:29][CH2:30][CH2:31][CH2:32]Br)=[O:28])([CH3:25])([CH3:24])[CH3:23].C([N:36]([CH2:39][CH3:40])[CH2:37][CH3:38])C.[CH3:41]N(C)C(=O)C. (4) Given the product [ClH:12].[Br:1][C:2]1[CH:3]=[C:4]2[C:9](=[CH:10][CH:11]=1)[N:8]=[CH:7][CH:6]=[C:5]2[NH:13][C:14]1[CH:15]=[C:16]([OH:21])[CH:17]=[CH:18][C:19]=1[Cl:20], predict the reactants needed to synthesize it. The reactants are: [Br:1][C:2]1[CH:3]=[C:4]2[C:9](=[CH:10][CH:11]=1)[N:8]=[CH:7][CH:6]=[C:5]2[Cl:12].[NH2:13][C:14]1[CH:15]=[C:16]([OH:21])[CH:17]=[CH:18][C:19]=1[Cl:20].Cl. (5) Given the product [C:33]([C:28]1[N:27]=[C:26]2[N:22]([C:3]3[CH:4]=[C:5]([S:10]([C:13]([CH3:21])([C:15]4[CH:16]=[CH:17][CH:18]=[CH:19][CH:20]=4)[CH3:14])(=[O:12])=[O:11])[C:6]([O:8][CH3:9])=[CH:7][C:2]=3[Cl:1])[C:23](=[O:35])[NH:24][C:25]2=[C:30]([O:31][CH3:32])[CH:29]=1)([OH:39])=[O:34], predict the reactants needed to synthesize it. The reactants are: [Cl:1][C:2]1[CH:7]=[C:6]([O:8][CH3:9])[C:5]([S:10]([C:13]([CH3:21])([C:15]2[CH:20]=[CH:19][CH:18]=[CH:17][CH:16]=2)[CH3:14])(=[O:12])=[O:11])=[CH:4][C:3]=1[N:22]1[C:26]2=[N:27][C:28]([CH2:33][OH:34])=[CH:29][C:30]([O:31][CH3:32])=[C:25]2[NH:24][C:23]1=[O:35].CN(C)C=[O:39].